Task: Predict the reaction yield, written as a fraction of the theoretical maximum amount of product (1.0 means a 100% yield; for example, 0.34 means a 34% yield).. Dataset: Reaction yield outcomes from USPTO patents with 853,638 reactions (1) The reactants are Cl.[CH3:2][O:3][C:4]([C@@H:6]1[C@@H:10]([OH:11])[CH2:9][CH2:8][NH:7]1)=[O:5].CCN(C(C)C)C(C)C.[Cl:21][C:22]1[C:29]([CH3:30])=[C:28]([N:31]=[C:32]=[O:33])[CH:27]=[CH:26][C:23]=1[C:24]#[N:25]. The catalyst is C(Cl)Cl. The product is [CH3:2][O:3][C:4]([C@@H:6]1[C@@H:10]([OH:11])[CH2:9][CH2:8][N:7]1[C:32]([NH:31][C:28]1[CH:27]=[CH:26][C:23]([C:24]#[N:25])=[C:22]([Cl:21])[C:29]=1[CH3:30])=[O:33])=[O:5]. The yield is 0.753. (2) The reactants are [F:1][C:2]1[C:7]([F:8])=[CH:6][CH:5]=[CH:4][C:3]=1[C:9](=[O:11])[CH3:10].[N].[N+:13]([O-])([OH:15])=[O:14].C(OCC)(=O)C. The catalyst is S(=O)(=O)(O)O. The product is [F:1][C:2]1[C:7]([F:8])=[CH:6][C:5]([N+:13]([O-:15])=[O:14])=[CH:4][C:3]=1[C:9](=[O:11])[CH3:10]. The yield is 0.280. (3) The reactants are COC1C=CC(C[N:8]2[C:12]3=[N:13][CH:14]=[CH:15][C:16]([O:17][C:18]4[CH:23]=[CH:22][C:21]([NH:24][C:25]([CH:27]5[CH2:31][CH2:30][NH:29][C:28]5=[O:32])=[O:26])=[CH:20][C:19]=4[F:33])=[C:11]3[C:10]([CH3:34])=[N:9]2)=CC=1.FC(F)(F)C(O)=O. No catalyst specified. The product is [F:33][C:19]1[CH:20]=[C:21]([NH:24][C:25]([CH:27]2[CH2:31][CH2:30][NH:29][C:28]2=[O:32])=[O:26])[CH:22]=[CH:23][C:18]=1[O:17][C:16]1[CH:15]=[CH:14][N:13]=[C:12]2[NH:8][N:9]=[C:10]([CH3:34])[C:11]=12. The yield is 0.886.